Regression. Given two drug SMILES strings and cell line genomic features, predict the synergy score measuring deviation from expected non-interaction effect. From a dataset of NCI-60 drug combinations with 297,098 pairs across 59 cell lines. Drug 1: C1=CC(=C2C(=C1NCCNCCO)C(=O)C3=C(C=CC(=C3C2=O)O)O)NCCNCCO. Drug 2: C1C(C(OC1N2C=C(C(=O)NC2=O)F)CO)O. Cell line: HCT-15. Synergy scores: CSS=69.1, Synergy_ZIP=-2.50, Synergy_Bliss=-3.27, Synergy_Loewe=1.05, Synergy_HSA=3.24.